This data is from Forward reaction prediction with 1.9M reactions from USPTO patents (1976-2016). The task is: Predict the product of the given reaction. Given the reactants [NH2:1][C:2]1[C:7]2=[C:8]([C:23]3[CH:24]=[CH:25][C:26]4[C:30]([CH:31]=3)=[N:29][N:28]([CH2:32][C:33]3[CH:38]=[CH:37][CH:36]=[CH:35][CH:34]=3)[CH:27]=4)[CH:9]=[C:10]([CH2:11][CH2:12][CH2:13][NH:14][CH2:15][CH:16]3[CH2:19][N:18](C(O)=O)[CH2:17]3)[N:6]2[N:5]=[CH:4][N:3]=1.FC(F)(F)C(O)=O, predict the reaction product. The product is: [NH:18]1[CH2:19][CH:16]([CH2:15][NH:14][CH2:13][CH2:12][CH2:11][C:10]2[N:6]3[C:7]([C:2]([NH2:1])=[N:3][CH:4]=[N:5]3)=[C:8]([C:23]3[CH:24]=[CH:25][C:26]4[C:30]([CH:31]=3)=[N:29][N:28]([CH2:32][C:33]3[CH:38]=[CH:37][CH:36]=[CH:35][CH:34]=3)[CH:27]=4)[CH:9]=2)[CH2:17]1.